Dataset: Full USPTO retrosynthesis dataset with 1.9M reactions from patents (1976-2016). Task: Predict the reactants needed to synthesize the given product. Given the product [NH2:3][C:4]1[C:12]2[O:11][CH2:10][O:9][C:8]=2[CH:7]=[CH:6][C:5]=1[C:13]([NH:18][CH3:17])=[O:15], predict the reactants needed to synthesize it. The reactants are: CN.[NH2:3][C:4]1[C:12]2[O:11][CH2:10][O:9][C:8]=2[CH:7]=[CH:6][C:5]=1[C:13]([OH:15])=O.C[CH2:17][N:18](C(C)C)C(C)C.